This data is from Forward reaction prediction with 1.9M reactions from USPTO patents (1976-2016). The task is: Predict the product of the given reaction. (1) The product is: [Cl:16][C:14]1[CH:13]=[CH:12][C:11]([N:17]2[N:18]=[CH:19][CH:20]=[N:21]2)=[C:10]([CH:15]=1)[C:9]([NH:8][C@H:4]1[CH2:5][CH2:6][CH2:7][C@@H:3]1[NH:2][C:24]1[CH:29]=[CH:28][C:27]([O:30][C:31]([F:32])([F:34])[F:33])=[CH:26][N:25]=1)=[O:22]. Given the reactants Cl.[NH2:2][C@H:3]1[CH2:7][CH2:6][CH2:5][C@@H:4]1[NH:8][C:9](=[O:22])[C:10]1[CH:15]=[C:14]([Cl:16])[CH:13]=[CH:12][C:11]=1[N:17]1[N:21]=[CH:20][CH:19]=[N:18]1.Br[C:24]1[CH:29]=[CH:28][C:27]([O:30][C:31]([F:34])([F:33])[F:32])=[CH:26][N:25]=1.CC(C)([O-])C.[K+].C1C=CC(P(C2C(C3C(P(C4C=CC=CC=4)C4C=CC=CC=4)=CC=C4C=3C=CC=C4)=C3C(C=CC=C3)=CC=2)C2C=CC=CC=2)=CC=1, predict the reaction product. (2) Given the reactants [F:1][C:2]1[CH:19]=[C:18]([F:20])[CH:17]=[CH:16][C:3]=1[CH2:4][NH:5][C:6](=O)[C:7]1[CH:12]=[CH:11][C:10]([CH2:13][CH3:14])=[CH:9][CH:8]=1.B, predict the reaction product. The product is: [F:1][C:2]1[CH:19]=[C:18]([F:20])[CH:17]=[CH:16][C:3]=1[CH2:4][NH:5][CH2:6][C:7]1[CH:12]=[CH:11][C:10]([CH2:13][CH3:14])=[CH:9][CH:8]=1. (3) The product is: [C:14]([C:11]1[CH:10]=[C:7]([CH:6]=[C:5]([C:1]([CH3:4])([CH3:3])[CH3:2])[C:12]=1[O:13][CH2:36][O:35][CH2:34][CH2:33][Si:32]([CH3:39])([CH3:38])[CH3:31])[CH:8]=[O:9])([CH3:17])([CH3:16])[CH3:15]. Given the reactants [C:1]([C:5]1[CH:6]=[C:7]([CH:10]=[C:11]([C:14]([CH3:17])([CH3:16])[CH3:15])[C:12]=1[OH:13])[CH:8]=[O:9])([CH3:4])([CH3:3])[CH3:2].ClCCCl.C(N(C(C)C)CC)(C)C.[CH3:31][Si:32]([CH3:39])([CH3:38])[CH2:33][CH2:34][O:35][CH2:36]Cl, predict the reaction product. (4) Given the reactants [C:1]([CH2:3][C:4]([OH:6])=[O:5])#[N:2].[C:7](O)([CH3:10])([CH3:9])[CH3:8].C1CCC(N=C=NC2CCCCC2)CC1, predict the reaction product. The product is: [C:1]([CH2:3][C:4]([O:6][C:7]([CH3:10])([CH3:9])[CH3:8])=[O:5])#[N:2].